The task is: Predict which catalyst facilitates the given reaction.. This data is from Catalyst prediction with 721,799 reactions and 888 catalyst types from USPTO. (1) Reactant: CN(C(ON1N=NC2C=CC=NC1=2)=[N+](C)C)C.F[P-](F)(F)(F)(F)F.[C:25]([O:29][C:30]([NH:32][C@@H:33]([CH2:37][C:38]1[CH:43]=[CH:42][CH:41]=[CH:40][CH:39]=1)[C:34]([OH:36])=O)=[O:31])([CH3:28])([CH3:27])[CH3:26].[CH3:44][NH:45][C:46]1[CH:54]=[CH:53][C:49]2[O:50][CH2:51][O:52][C:48]=2[CH:47]=1.C(N(C(C)C)CC)(C)C. Product: [O:50]1[C:49]2[CH:53]=[CH:54][C:46]([N:45]([CH3:44])[C:34](=[O:36])[C@@H:33]([NH:32][C:30](=[O:31])[O:29][C:25]([CH3:26])([CH3:27])[CH3:28])[CH2:37][C:38]3[CH:43]=[CH:42][CH:41]=[CH:40][CH:39]=3)=[CH:47][C:48]=2[O:52][CH2:51]1. The catalyst class is: 3. (2) The catalyst class is: 6. Product: [Br:6][C:7]1[CH:8]=[C:9]2[C:14](=[CH:15][CH:16]=1)[N:13]=[C:12]([CH2:17][C:24]([CH3:26])([OH:25])[CH3:23])[CH:11]=[CH:10]2. Reactant: C(OCC)C.[Br:6][C:7]1[CH:8]=[C:9]2[C:14](=[CH:15][CH:16]=1)[N:13]=[C:12]([CH3:17])[CH:11]=[CH:10]2.C([Li])CCC.[CH3:23][C:24]([CH3:26])=[O:25]. (3) Reactant: [Li+].[OH-].[CH2:3]([O:7][C:8]1[CH:20]=[CH:19][C:11]([C:12]([O:14]CCCC)=[O:13])=[CH:10][N:9]=1)[CH2:4][CH2:5][CH3:6].O.Cl. Product: [CH2:3]([O:7][C:8]1[CH:20]=[CH:19][C:11]([C:12]([OH:14])=[O:13])=[CH:10][N:9]=1)[CH2:4][CH2:5][CH3:6]. The catalyst class is: 5. (4) Reactant: [C:1]([O:9][CH2:10][C@H:11]1[O:19][C@H:18]2[C@H:14]([N:15]=[C:16]([N:20]([CH3:22])[CH3:21])[S:17]2)[C@@H:13]([OH:23])[C@@H:12]1[OH:24])(=[O:8])[C:2]1[CH:7]=[CH:6][CH:5]=[CH:4][CH:3]=1.O.[CH3:26][C:27]1C=CC(S(O)(=O)=O)=C[CH:28]=1.COC(C)=C. Product: [C:1]([O:9][CH2:10][C@@H:11]1[C@@H:12]2[C@H:13]([O:23][C:27]([CH3:28])([CH3:26])[O:24]2)[C@@H:14]2[C@@H:18]([S:17][C:16]([N:20]([CH3:21])[CH3:22])=[N:15]2)[O:19]1)(=[O:8])[C:2]1[CH:3]=[CH:4][CH:5]=[CH:6][CH:7]=1. The catalyst class is: 3.